The task is: Predict the product of the given reaction.. This data is from Forward reaction prediction with 1.9M reactions from USPTO patents (1976-2016). (1) The product is: [CH2:18]([N:10]([CH:11]([CH3:13])[CH3:12])[C:9]1[CH:8]=[CH:7][C:4]([C:5]#[N:6])=[CH:3][C:2]=1[Cl:1])[CH:17]=[CH2:16]. Given the reactants [Cl:1][C:2]1[CH:3]=[C:4]([CH:7]=[CH:8][C:9]=1[NH:10][CH:11]([CH3:13])[CH3:12])[C:5]#[N:6].[H-].[Na+].[CH2:16](Br)[CH:17]=[CH2:18], predict the reaction product. (2) Given the reactants [Br:1][C:2]1[N:3]=[CH:4][C:5]([C:15]([OH:17])=O)=[N:6][C:7]=1[C:8]1[CH:13]=[CH:12][C:11]([Cl:14])=[CH:10][CH:9]=1.[NH2:18][C@@H:19]1[CH2:24][CH2:23][CH2:22][CH2:21][C@H:20]1[OH:25], predict the reaction product. The product is: [OH:25][C@@H:20]1[CH2:21][CH2:22][CH2:23][CH2:24][C@H:19]1[NH:18][C:15]([C:5]1[CH:4]=[N:3][C:2]([Br:1])=[C:7]([C:8]2[CH:9]=[CH:10][C:11]([Cl:14])=[CH:12][CH:13]=2)[N:6]=1)=[O:17]. (3) The product is: [C:28]([NH:36][C:37]([NH:1][CH2:2][CH2:3][O:4][C:5]1[CH:6]=[CH:7][C:8]([C:12]2[NH:21][C:20](=[O:22])[C:19]3[C:14](=[CH:15][C:16]([O:25][CH3:26])=[CH:17][C:18]=3[O:23][CH3:24])[N:13]=2)=[CH:9][C:10]=1[CH3:11])=[S:38])(=[O:35])[C:29]1[CH:34]=[CH:33][CH:32]=[CH:31][CH:30]=1. Given the reactants [NH2:1][CH2:2][CH2:3][O:4][C:5]1[C:10]([CH3:11])=[CH:9][C:8]([C:12]2[NH:21][C:20](=[O:22])[C:19]3[C:14](=[CH:15][C:16]([O:25][CH3:26])=[CH:17][C:18]=3[O:23][CH3:24])[N:13]=2)=[CH:7][C:6]=1C.[C:28]([N:36]=[C:37]=[S:38])(=[O:35])[C:29]1[CH:34]=[CH:33][CH:32]=[CH:31][CH:30]=1, predict the reaction product. (4) The product is: [CH3:12][C:4]1[CH:3]=[C:2]([C:18]#[C:17][Si:14]([CH3:16])([CH3:15])[CH3:13])[CH:11]=[CH:10][C:5]=1[O:6][CH2:7][CH2:8][OH:9]. Given the reactants I[C:2]1[CH:11]=[CH:10][C:5]([O:6][CH2:7][CH2:8][OH:9])=[C:4]([CH3:12])[CH:3]=1.[CH3:13][Si:14]([C:17]#[CH:18])([CH3:16])[CH3:15].N1CCCCC1, predict the reaction product. (5) Given the reactants [ClH:1].C(OC(=O)[NH:8][CH:9]1[CH2:14][CH2:13][N:12]([C:15]([N:17]2[CH2:22][CH:21]([C:23]3[CH:28]=[CH:27][C:26]([O:29][C:30]([F:33])([F:32])[F:31])=[CH:25][CH:24]=3)[CH2:20][CH:19]([C:34]3[O:38][N:37]=[C:36]([CH3:39])[N:35]=3)[CH2:18]2)=[O:16])[CH2:11][CH2:10]1)(C)(C)C, predict the reaction product. The product is: [ClH:1].[NH2:8][CH:9]1[CH2:14][CH2:13][N:12]([C:15]([N:17]2[CH2:22][CH:21]([C:23]3[CH:24]=[CH:25][C:26]([O:29][C:30]([F:33])([F:31])[F:32])=[CH:27][CH:28]=3)[CH2:20][CH:19]([C:34]3[O:38][N:37]=[C:36]([CH3:39])[N:35]=3)[CH2:18]2)=[O:16])[CH2:11][CH2:10]1. (6) Given the reactants [CH3:1][C:2]1([CH3:42])[CH2:6][CH2:5][CH2:4][N:3]1[CH2:7][CH2:8][NH:9][C:10]([C:12]1[CH:13]=[CH:14][C:15]([F:41])=[C:16]([NH:18][C:19]([C:21]2[N:25]3[CH:26]=[CH:27][C:28]([C:30]4[CH:39]=[CH:38][C:33]([C:34]([O:36]C)=[O:35])=[C:32]([F:40])[CH:31]=4)=[CH:29][C:24]3=[N:23][CH:22]=2)=[O:20])[CH:17]=1)=[O:11].[OH-].[Na+], predict the reaction product. The product is: [CH3:1][C:2]1([CH3:42])[CH2:6][CH2:5][CH2:4][N:3]1[CH2:7][CH2:8][NH:9][C:10]([C:12]1[CH:13]=[CH:14][C:15]([F:41])=[C:16]([NH:18][C:19]([C:21]2[N:25]3[CH:26]=[CH:27][C:28]([C:30]4[CH:39]=[CH:38][C:33]([C:34]([OH:36])=[O:35])=[C:32]([F:40])[CH:31]=4)=[CH:29][C:24]3=[N:23][CH:22]=2)=[O:20])[CH:17]=1)=[O:11]. (7) Given the reactants [OH:1][C:2]1[CH:10]=[CH:9][CH:8]=[C:7]([OH:11])[C:3]=1[C:4]([O-:6])=[O:5].[OH:12][CH2:13]CCCNC(=O)OC(C)(C)C.[CH3:25]O, predict the reaction product. The product is: [OH:1][C:2]1[CH:10]=[C:9]([O:12][CH3:13])[CH:8]=[C:7]([OH:11])[C:3]=1[C:4]([O:6][CH3:25])=[O:5].